Task: Regression. Given two drug SMILES strings and cell line genomic features, predict the synergy score measuring deviation from expected non-interaction effect.. Dataset: NCI-60 drug combinations with 297,098 pairs across 59 cell lines (1) Cell line: HCT116. Drug 2: CC1=C(C(=CC=C1)Cl)NC(=O)C2=CN=C(S2)NC3=CC(=NC(=N3)C)N4CCN(CC4)CCO. Synergy scores: CSS=39.3, Synergy_ZIP=18.3, Synergy_Bliss=17.2, Synergy_Loewe=-23.0, Synergy_HSA=12.7. Drug 1: CC(C)(C1=NC(=CC=C1)N2C3=NC(=NC=C3C(=O)N2CC=C)NC4=CC=C(C=C4)N5CCN(CC5)C)O. (2) Drug 1: C1=CC=C(C=C1)NC(=O)CCCCCCC(=O)NO. Drug 2: C1CN(CCN1C(=O)CCBr)C(=O)CCBr. Cell line: OVCAR-8. Synergy scores: CSS=33.4, Synergy_ZIP=-9.69, Synergy_Bliss=1.07, Synergy_Loewe=-7.12, Synergy_HSA=2.47.